Dataset: Reaction yield outcomes from USPTO patents with 853,638 reactions. Task: Predict the reaction yield, written as a fraction of the theoretical maximum amount of product (1.0 means a 100% yield; for example, 0.34 means a 34% yield). (1) The reactants are [CH3:1][O:2][CH2:3][C@@H:4]1[CH2:8][CH2:7][CH2:6][N:5]1[S:9]([C:12]1[CH:13]=[C:14]2[C:18](=[CH:19][CH:20]=1)[N:17]([CH2:21][C:22]([CH3:26])([CH3:25])[C:23]#[N:24])[C:16](=O)[C:15]12[O:32]CCCO1)(=[O:11])=[O:10].N. The catalyst is [Ni].CCO. The product is [CH3:1][O:2][CH2:3][C@@H:4]1[CH2:8][CH2:7][CH2:6][N:5]1[S:9]([C:12]1[CH:20]=[CH:19][C:18]2[N:17]3[CH2:21][C:22]([CH3:25])([CH3:26])[CH2:23][N:24]=[C:16]3[C:15](=[O:32])[C:14]=2[CH:13]=1)(=[O:10])=[O:11]. The yield is 0.900. (2) The reactants are Cl[C:2]1[N:6]([CH3:7])[N:5]=[CH:4][C:3]=1[N+:8]([O-:10])=[O:9].[NH:11]1[CH2:17][CH2:16][C:15](=[O:18])[NH:14][CH2:13][CH2:12]1. No catalyst specified. The product is [CH3:7][N:6]1[C:2]([N:11]2[CH2:17][CH2:16][C:15](=[O:18])[NH:14][CH2:13][CH2:12]2)=[C:3]([N+:8]([O-:10])=[O:9])[CH:4]=[N:5]1. The yield is 0.580.